This data is from Experimentally validated miRNA-target interactions with 360,000+ pairs, plus equal number of negative samples. The task is: Binary Classification. Given a miRNA mature sequence and a target amino acid sequence, predict their likelihood of interaction. (1) The miRNA is hsa-miR-93-5p with sequence CAAAGUGCUGUUCGUGCAGGUAG. Result: 1 (interaction). The protein sequence of the target gene is MATTVSTQRGPVYIGELPQDFLRITPTQQQRQVQLDAQAAQQLQYGGAVGTVGRLNITVVQAKLAKNYGMTRMDPYCRLRLGYAVYETPTAHNGAKNPRWNKVIHCTVPPGVDSFYLEIFDERAFSMDDRIAWTHITIPESLRQGKVEDKWYSLSGRQGDDKEGMINLVMSYALLPAAMVMPPQPVVLMPTVYQQGVGYVPITGMPAVCSPGMVPVALPPAAVNAQPRCSEEDLKAIQDMFPNMDQEVIRSVLEAQRGNKDAAINSLLQMGEEP. (2) The miRNA is hsa-miR-4505 with sequence AGGCUGGGCUGGGACGGA. The protein sequence of the target gene is MEHYRKAGSVELPAPSPMPQLPPDTLEMRVRDGSKIRNLLGLALGRLEGGSARHVVFSGSGRAAGKAVSCAEIVKRRVPGLHQLTKLRFLQTEDSWVPASPDTGLDPLTVRRHVPAVWVLLSRDPLDPNECGYQPPGAPPGLGSMPSSSCGPRSRRRARDTRS. Result: 0 (no interaction). (3) The miRNA is hsa-miR-6733-5p with sequence UGGGAAAGACAAACUCAGAGUU. The protein sequence of the target gene is MAASGESGTSGGGGSTEEAFMTFYSEVKQIEKRDSVLTSKNQIERLTRPGSSYFNLNPFEVLQIDPEVTDEEIKKRFRQLSILVHPDKNQDDADRAQKAFEAVDKAYKLLLDQEQKKRALDVIQAGKEYVEHTVKERKKQLKKEGKPTIVEEDDPELFKQAVYKQTMKLFAELEIKRKEREAKEMHERKRQREEEIEAQEKAKREREWQKNFEESRDGRVDSWRNFQANTKGKKEKKNRTFLRPPKVKMEQRE. Result: 1 (interaction). (4) The miRNA is hsa-miR-6732-5p with sequence UAGGGGGUGGCAGGCUGGCC. The protein sequence of the target gene is MISPDPRPSPGLARWAESYEAKCERRQEIRESRRCRPNVTTCRQVGKTLRIQQREQLQRARLQQFFRRRNLELEEKGKAQHPQAREQGPSRRPGQVTVLKEPLSCARRISSPREQVTGTSSEVFPAQHPPPSGICRDLSDHLSSQAGGLPPQDTPIKKPPKHHRGTQTKAEGPTIKNDASQQTNYGVAVLDKEIIQLSDYLKEALQRELVLKQKMVILQDLLSTLIQASDSSWKGQLNEDKLKGKLRSLENQLYTCTQKYSPWGMKKVLLEMEDQKNSYEQKAKESLQKVLEEKMNAEQQ.... Result: 0 (no interaction). (5) The miRNA is hsa-miR-519d-3p with sequence CAAAGUGCCUCCCUUUAGAGUG. The protein sequence of the target gene is MGGSASSQLDEGKCAYIRGKTEAAIKNFSPYYSRQYSVAFCNHVRTEVEQQRDLTSQFLKTKPPLAPGTILYEAELSQFSEDIKKWKERYVVVKNDYAVESYENKEAYQRGAAPKCRILPAGGKVLTSEDEYNLLSDRHFPDPLASSEKENTQPFVVLPKEFPVYLWQPFFRHGYFCFHEAADQKRFSALLSDCVRHLNHDYMKQMTFEAQAFLEAVQFFRQEKGHYGSWEMITGDEIQILSNLVMEELLPTLQTDLLPKMKGKKNDRKRTWLGLLEEAYTLVQHQVSEGLSALKEECRA.... Result: 1 (interaction). (6) The miRNA is hsa-miR-6722-5p with sequence AGGCGCACCCGACCACAUGC. The protein sequence of the target gene is MALAIQLRQPSRAQPLPGLSHTLAGTDSCDVCNSTNLPEVEIISLLEEQLPHYKLRADTIYGYDHDDWLHTPLISPDANIDLTTEQIEETLKYFLLCAERVGQMTKTYNDIDAVTRLLEEKERDLELAARIGQSLLKKNKTLTERNELLEEQVEHIREEVSQLRHELSMKDELLQFYTSAAEESEPESVCSTPLKRNESSSSVQNYFHLDSLQKKLKDLEEENVVLRSEACQLKTETITYEEKEQQLVNDCVKELRDANVQIASISEELAKKTEDAARQQEEITHLLSQIVDLQKKAKSC.... Result: 0 (no interaction). (7) The miRNA is gga-miR-199-5p with sequence CCCAGUGUUCAGACUACCUGUUC. The protein sequence of the target gene is MADHSFSDGVPSDSVEAAKNASNTEKLTDQVMQNPRVLAALQERLDNVPHTPSSYIETLPKAVKRRINALKQLQVRCAHIEAKFYEEVHDLERKYAALYQPLFDKRREFITGDVEPTDAESEWHSENEEEEKLAGDMKSKVVVTEKAAATAEEPDPKGIPEFWFTIFRNVDMLSELVQEYDEPILKHLQDIKVKFSDPGQPMSFVLEFHFEPNDYFTNSVLTKTYKMKSEPDKADPFSFEGPEIVDCDGCTIDWKKGKNVTVKTIKKKQKHKGRGTVRTITKQVPNESFFNFFNPLKASG.... Result: 0 (no interaction).